From a dataset of NCI-60 drug combinations with 297,098 pairs across 59 cell lines. Regression. Given two drug SMILES strings and cell line genomic features, predict the synergy score measuring deviation from expected non-interaction effect. (1) Drug 1: CC1=C(C(=O)C2=C(C1=O)N3CC4C(C3(C2COC(=O)N)OC)N4)N. Drug 2: COC1=C2C(=CC3=C1OC=C3)C=CC(=O)O2. Cell line: SN12C. Synergy scores: CSS=27.5, Synergy_ZIP=0.282, Synergy_Bliss=0.000384, Synergy_Loewe=-30.1, Synergy_HSA=-1.08. (2) Drug 1: C1=C(C(=O)NC(=O)N1)N(CCCl)CCCl. Drug 2: CCC(=C(C1=CC=CC=C1)C2=CC=C(C=C2)OCCN(C)C)C3=CC=CC=C3.C(C(=O)O)C(CC(=O)O)(C(=O)O)O. Cell line: NCI/ADR-RES. Synergy scores: CSS=6.22, Synergy_ZIP=-7.10, Synergy_Bliss=-5.78, Synergy_Loewe=-10.6, Synergy_HSA=-7.17. (3) Drug 1: CC1CCC2CC(C(=CC=CC=CC(CC(C(=O)C(C(C(=CC(C(=O)CC(OC(=O)C3CCCCN3C(=O)C(=O)C1(O2)O)C(C)CC4CCC(C(C4)OC)O)C)C)O)OC)C)C)C)OC. Drug 2: C1CNP(=O)(OC1)N(CCCl)CCCl. Cell line: PC-3. Synergy scores: CSS=11.2, Synergy_ZIP=-6.96, Synergy_Bliss=-5.25, Synergy_Loewe=-27.1, Synergy_HSA=-5.60.